Dataset: Peptide-MHC class II binding affinity with 134,281 pairs from IEDB. Task: Regression. Given a peptide amino acid sequence and an MHC pseudo amino acid sequence, predict their binding affinity value. This is MHC class II binding data. The binding affinity (normalized) is 0.114. The peptide sequence is FKLLQNSQVYSLIRP. The MHC is DRB1_0401 with pseudo-sequence DRB1_0401.